Task: Predict which catalyst facilitates the given reaction.. Dataset: Catalyst prediction with 721,799 reactions and 888 catalyst types from USPTO (1) Reactant: [N+:1]([C:4]1[CH:5]=[C:6]([NH:10][C:11]([CH:13]2[CH2:15][CH2:14]2)=[O:12])[CH:7]=[CH:8][CH:9]=1)([O-])=O. Product: [NH2:1][C:4]1[CH:5]=[C:6]([NH:10][C:11]([CH:13]2[CH2:14][CH2:15]2)=[O:12])[CH:7]=[CH:8][CH:9]=1. The catalyst class is: 29. (2) Reactant: [CH2:1]([N:4]1[C:12]2[CH:11]=[CH:10][C:9]([NH:13][C:14]([O:16][CH2:17][CH2:18][Si:19]([CH3:22])([CH3:21])[CH3:20])=[O:15])=[CH:8][C:7]=2[CH:6]2[CH2:23][N:24](C(OC(C)(C)C)=O)[CH2:25][CH2:26][CH:5]12)[CH:2]=[CH2:3].[ClH:34]. Product: [CH2:1]([N:4]1[C:12]2[CH:11]=[CH:10][C:9]([NH:13][C:14](=[O:15])[O:16][CH2:17][CH2:18][Si:19]([CH3:20])([CH3:21])[CH3:22])=[CH:8][C:7]=2[CH:6]2[CH2:23][NH:24][CH2:25][CH2:26][CH:5]12)[CH:2]=[CH2:3].[ClH:34]. The catalyst class is: 12. (3) Reactant: [C:1]([C:3]1[C:8]([O:9][CH3:10])=[CH:7][CH:6]=[CH:5][C:4]=1[S:11]([NH:14][CH2:15][CH3:16])(=[O:13])=[O:12])#[N:2].C(=O)([O-])[O-].[K+].[K+].Cl. Product: [CH2:15]([N:14]1[C:1](=[NH:2])[C:3]2[C:8]([O:9][CH3:10])=[CH:7][CH:6]=[CH:5][C:4]=2[S:11]1(=[O:13])=[O:12])[CH3:16]. The catalyst class is: 38. (4) Reactant: [Br:1][C:2]1[C:7]([F:8])=[CH:6][CH:5]=[CH:4][C:3]=1[N+:9]([O-])=O.[CH:12]([Mg]Br)=[CH2:13].[NH4+].[Cl-]. Product: [Br:1][C:2]1[C:7]([F:8])=[CH:6][CH:5]=[C:4]2[C:3]=1[NH:9][CH:13]=[CH:12]2. The catalyst class is: 1. (5) Reactant: [CH2:1]([N:5]([CH2:27][CH2:28][CH2:29][CH3:30])[C:6]1[CH:11]=[CH:10][C:9]([CH:12]=[CH:13][C:14]2[CH2:19][C:18]([CH3:21])([CH3:20])[CH2:17][C:16](=[CH:22][CH:23]=O)[CH:15]=2)=[C:8]([O:25][CH3:26])[CH:7]=1)[CH2:2][CH2:3][CH3:4].[C:31]([C:33]1[C:34](=[C:44]([C:47]#[N:48])[C:45]#[N:46])[O:35][C:36]([CH3:43])([C:39]([F:42])([F:41])[F:40])[C:37]=1[CH3:38])#[N:32]. Product: [CH2:27]([N:5]([CH2:1][CH2:2][CH2:3][CH3:4])[C:6]1[CH:11]=[CH:10][C:9]([CH:12]=[CH:13][C:14]2[CH2:19][C:18]([CH3:20])([CH3:21])[CH2:17][C:16](=[CH:22][CH:23]=[CH:38][C:37]3[C:36]([CH3:43])([C:39]([F:42])([F:40])[F:41])[O:35][C:34](=[C:44]([C:45]#[N:46])[C:47]#[N:48])[C:33]=3[C:31]#[N:32])[CH:15]=2)=[C:8]([O:25][CH3:26])[CH:7]=1)[CH2:28][CH2:29][CH3:30]. The catalyst class is: 8.